This data is from Reaction yield outcomes from USPTO patents with 853,638 reactions. The task is: Predict the reaction yield, written as a fraction of the theoretical maximum amount of product (1.0 means a 100% yield; for example, 0.34 means a 34% yield). (1) The reactants are [CH3:1][O:2][C:3]1[CH:4]=[CH:5][C:6]([CH2:9][C:10]([N:12]2[CH2:27][CH2:26][C:15]3([CH2:18][N:17](C(OC(C)(C)C)=O)[CH2:16]3)[CH2:14][CH2:13]2)=[O:11])=[N:7][CH:8]=1.[ClH:28]. The catalyst is O1CCOCC1.C(OCC)(=O)C. The product is [ClH:28].[ClH:28].[CH3:1][O:2][C:3]1[CH:4]=[CH:5][C:6]([CH2:9][C:10]([N:12]2[CH2:13][CH2:14][C:15]3([CH2:18][NH:17][CH2:16]3)[CH2:26][CH2:27]2)=[O:11])=[N:7][CH:8]=1. The yield is 0.780. (2) The reactants are [NH2:1][C:2]1[CH:7]=[CH:6][C:5]([C:8]2[N:13]=[C:12]([N:14]3[CH:19]([CH3:20])[CH2:18][O:17][CH2:16][CH:15]3[CH3:21])[N:11]=[C:10]([C:22]3[CH:27]=[CH:26][C:25]([NH:28][C:29]([NH:31][CH3:32])=[O:30])=[CH:24][CH:23]=3)[N:9]=2)=[CH:4][CH:3]=1.[N:33]1[CH:38]=[CH:37][CH:36]=[C:35]([NH:39][C:40](=O)[O:41]C2C=CC=CC=2)[CH:34]=1. No catalyst specified. The product is [CH3:21][CH:15]1[CH2:16][O:17][CH2:18][CH:19]([CH3:20])[N:14]1[C:12]1[N:11]=[C:10]([C:22]2[CH:27]=[CH:26][C:25]([NH:28][C:29](=[O:30])[NH:31][CH3:32])=[CH:24][CH:23]=2)[N:9]=[C:8]([C:5]2[CH:4]=[CH:3][C:2]([NH:1][C:40]([NH:39][C:35]3[CH:34]=[N:33][CH:38]=[CH:37][CH:36]=3)=[O:41])=[CH:7][CH:6]=2)[N:13]=1. The yield is 0.0600. (3) The reactants are C(OC([NH:8][C@H:9]([C:11]([NH:13][CH:14]1[N:20]=[C:19]([C:21]2[CH:26]=[CH:25][CH:24]=[CH:23][CH:22]=2)[C:18]2[CH:27]=[CH:28][CH:29]=[CH:30][C:17]=2[N:16]([CH2:31][C:32](=[O:39])[C:33]2[CH:38]=[CH:37][CH:36]=[CH:35][CH:34]=2)[C:15]1=[O:40])=[O:12])[CH3:10])=O)(C)(C)C.C(O)(C(F)(F)F)=O.C(Cl)Cl. No catalyst specified. The product is [NH2:8][C@H:9]([C:11]([NH:13][CH:14]1[N:20]=[C:19]([C:21]2[CH:26]=[CH:25][CH:24]=[CH:23][CH:22]=2)[C:18]2[CH:27]=[CH:28][CH:29]=[CH:30][C:17]=2[N:16]([CH2:31][C:32](=[O:39])[C:33]2[CH:38]=[CH:37][CH:36]=[CH:35][CH:34]=2)[C:15]1=[O:40])=[O:12])[CH3:10]. The yield is 0.940. (4) The reactants are [Br:1][C:2]1[CH:3]=[C:4]2[C:8](=[CH:9][CH:10]=1)[NH:7][CH2:6][CH2:5]2.[CH2:11]1[CH:19]2[N:14]([CH2:15][CH2:16][C:17](=O)[CH2:18]2)[CH2:13][CH2:12]1.[BH-](OC(C)=O)(OC(C)=O)OC(C)=O.[Na+]. The catalyst is C(O)(=O)C. The product is [Br:1][C:2]1[CH:3]=[C:4]2[C:8](=[CH:9][CH:10]=1)[N:7]([CH:17]1[CH2:18][CH:19]3[N:14]([CH2:13][CH2:12][CH2:11]3)[CH2:15][CH2:16]1)[CH2:6][CH2:5]2. The yield is 0.560. (5) The reactants are C([O:8][CH2:9][CH2:10][CH2:11][CH2:12][CH2:13][CH2:14][CH2:15][CH2:16][CH2:17][CH2:18][CH2:19]/[CH:20]=[CH:21]\[CH2:22][CH2:23][CH2:24]/[C:25](/[C:36]([O:38][CH3:39])=[O:37])=[C:26](/[C:32]([O:34][CH3:35])=[O:33])\[CH2:27][C:28]([O:30][CH3:31])=[O:29])C1C=CC=CC=1. The catalyst is O1CCOCC1.[Pd]. The product is [OH:8][CH2:9][CH2:10][CH2:11][CH2:12][CH2:13][CH2:14][CH2:15][CH2:16][CH2:17][CH2:18][CH2:19][CH2:20][CH2:21][CH2:22][CH2:23][CH2:24]/[C:25](/[C:36]([O:38][CH3:39])=[O:37])=[C:26](/[C:32]([O:34][CH3:35])=[O:33])\[CH2:27][C:28]([O:30][CH3:31])=[O:29]. The yield is 0.820.